From a dataset of Catalyst prediction with 721,799 reactions and 888 catalyst types from USPTO. Predict which catalyst facilitates the given reaction. (1) Product: [F:11][C@H:10]1[C@@H:9]([F:12])[CH2:8][N:7]([C:13]([O:15][CH2:16][C:17]2[CH:18]=[CH:19][CH:20]=[CH:21][CH:22]=2)=[O:14])[C@@H:6]1[CH2:5][OH:4]. Reactant: C([O:4][CH2:5][C@@H:6]1[C@@H:10]([F:11])[C@@H:9]([F:12])[CH2:8][N:7]1[C:13]([O:15][CH2:16][C:17]1[CH:22]=[CH:21][CH:20]=[CH:19][CH:18]=1)=[O:14])(=O)C.[OH-].[Na+].CCOC(C)=O. The catalyst class is: 20. (2) Reactant: [Si:1]([O:8][CH2:9][CH2:10]/[C:11](=[CH:16]\[N:17](C)C)/[C:12]([O:14][CH3:15])=[O:13])([C:4]([CH3:7])([CH3:6])[CH3:5])([CH3:3])[CH3:2].[NH:20]([C:22]1[CH:27]=[C:26]([C:28]#[N:29])[CH:25]=[CH:24][N:23]=1)N.C(O)(=O)C.C([O-])(O)=O.[Na+]. Product: [Si:1]([O:8][CH2:9][CH2:10]/[C:11](=[CH:16]\[NH:17][NH:20][C:22]1[CH:27]=[C:26]([C:28]#[N:29])[CH:25]=[CH:24][N:23]=1)/[C:12]([O:14][CH3:15])=[O:13])([C:4]([CH3:5])([CH3:6])[CH3:7])([CH3:2])[CH3:3]. The catalyst class is: 8. (3) Reactant: CC1C=CC(S(O[CH:12]([C:23]([O:25]CC)=O)[CH2:13][CH2:14][C:15]2[CH:20]=[CH:19][C:18]([O:21][CH3:22])=[CH:17][CH:16]=2)(=O)=O)=CC=1.[C:28]1([CH3:38])[CH:33]=[CH:32][C:31]([NH:34][C:35]([NH2:37])=[S:36])=[CH:30][CH:29]=1.CC([O-])=O.[Na+]. Product: [CH3:22][O:21][C:18]1[CH:17]=[CH:16][C:15]([CH2:14][CH2:13][CH:12]2[S:36][C:35](=[N:34][C:31]3[CH:32]=[CH:33][C:28]([CH3:38])=[CH:29][CH:30]=3)[NH:37][C:23]2=[O:25])=[CH:20][CH:19]=1. The catalyst class is: 14. (4) Reactant: [C:1]([NH:4][NH:5][C:6](=[O:23])[CH2:7][CH2:8][CH2:9][CH:10]1[CH2:15][CH2:14][N:13]([C:16]([O:18][C:19]([CH3:22])([CH3:21])[CH3:20])=[O:17])[CH2:12][CH2:11]1)(=O)[CH3:2].CCN(C(C)C)C(C)C.C1C=CC(P(C2C=CC=CC=2)C2C=CC=CC=2)=CC=1.ClC(Cl)(Cl)C(Cl)(Cl)Cl. Product: [CH3:2][C:1]1[O:23][C:6]([CH2:7][CH2:8][CH2:9][CH:10]2[CH2:11][CH2:12][N:13]([C:16]([O:18][C:19]([CH3:20])([CH3:21])[CH3:22])=[O:17])[CH2:14][CH2:15]2)=[N:5][N:4]=1. The catalyst class is: 2. (5) Reactant: C([O:3][C:4](=[O:33])[CH:5]([O:31][CH3:32])[CH2:6][C:7]1[C:12]2[S:13][CH:14]=[CH:15][C:11]=2[C:10]([O:16][CH2:17][CH2:18][C:19]2[N:20]=[C:21]([C:25]3[CH:30]=[CH:29][CH:28]=[CH:27][CH:26]=3)[O:22][C:23]=2[CH3:24])=[CH:9][CH:8]=1)C.[OH-].[Na+]. Product: [CH3:32][O:31][CH:5]([CH2:6][C:7]1[C:12]2[S:13][CH:14]=[CH:15][C:11]=2[C:10]([O:16][CH2:17][CH2:18][C:19]2[N:20]=[C:21]([C:25]3[CH:30]=[CH:29][CH:28]=[CH:27][CH:26]=3)[O:22][C:23]=2[CH3:24])=[CH:9][CH:8]=1)[C:4]([OH:33])=[O:3]. The catalyst class is: 36.